Dataset: Full USPTO retrosynthesis dataset with 1.9M reactions from patents (1976-2016). Task: Predict the reactants needed to synthesize the given product. (1) Given the product [CH:36]1([C:2]2[CH:9]=[CH:8][C:7]([CH:10]=[O:11])=[CH:6][C:3]=2[C:4]#[N:5])[CH2:37][CH2:38][CH2:33]1, predict the reactants needed to synthesize it. The reactants are: Br[C:2]1[CH:9]=[CH:8][C:7]([CH:10]=[O:11])=[CH:6][C:3]=1[C:4]#[N:5].COC1C=CC=C(OC)C=1C1C=CC=CC=1P([CH:33]1[CH2:38][CH2:37][CH2:36]CC1)[CH:37]1[CH2:36]CC[CH2:33][CH2:38]1.[Br-].C1([Zn+])CCC1. (2) Given the product [OH:23]/[N:22]=[C:2](/[C:15]1[CH:20]=[CH:19][CH:18]=[CH:17][CH:16]=1)\[CH2:3][CH2:4][CH2:5][CH2:6][NH:7][C:8](=[O:14])[O:9][C:10]([CH3:13])([CH3:12])[CH3:11], predict the reactants needed to synthesize it. The reactants are: O=[C:2]([C:15]1[CH:20]=[CH:19][CH:18]=[CH:17][CH:16]=1)[CH2:3][CH2:4][CH2:5][CH2:6][NH:7][C:8](=[O:14])[O:9][C:10]([CH3:13])([CH3:12])[CH3:11].Cl.[NH2:22][OH:23].C([O-])(=O)C.[Na+]. (3) Given the product [F:1][C:2]1[CH:7]=[CH:6][C:5]([C:8]2([CH2:14][CH2:15][C:16]3[O:20][N:19]=[C:18]4[C:21]5[C:26]([CH2:27][CH2:28][C:17]=34)=[CH:25][C:24]([CH:29]=[O:32])=[CH:23][CH:22]=5)[CH2:13][CH2:12][CH2:11][CH2:10][CH2:9]2)=[CH:4][CH:3]=1, predict the reactants needed to synthesize it. The reactants are: [F:1][C:2]1[CH:7]=[CH:6][C:5]([C:8]2([CH2:14][CH2:15][C:16]3[O:20][N:19]=[C:18]4[C:21]5[C:26]([CH2:27][CH2:28][C:17]=34)=[CH:25][C:24]([CH:29]([OH:32])CO)=[CH:23][CH:22]=5)[CH2:13][CH2:12][CH2:11][CH2:10][CH2:9]2)=[CH:4][CH:3]=1.I([O-])(=O)(=O)=O.[Na+]. (4) Given the product [NH:23]1[CH:24]=[CH:25][N:26]=[C:22]1[C:2]#[C:1][C:3]1[CH:4]=[N:5][CH:6]=[C:7]([CH:20]=1)[C:8]([N:10]=[S@@:11]([CH3:19])(=[O:18])[C:12]1[CH:13]=[CH:14][CH:15]=[CH:16][CH:17]=1)=[O:9], predict the reactants needed to synthesize it. The reactants are: [C:1]([C:3]1[CH:4]=[N:5][CH:6]=[C:7]([CH:20]=1)[C:8]([N:10]=[S@@:11]([CH3:19])(=[O:18])[C:12]1[CH:17]=[CH:16][CH:15]=[CH:14][CH:13]=1)=[O:9])#[CH:2].I[C:22]1[NH:23][CH:24]=[CH:25][N:26]=1.